From a dataset of NCI-60 drug combinations with 297,098 pairs across 59 cell lines. Regression. Given two drug SMILES strings and cell line genomic features, predict the synergy score measuring deviation from expected non-interaction effect. (1) Drug 1: C1=CC(=CC=C1CC(C(=O)O)N)N(CCCl)CCCl.Cl. Drug 2: CCC1(CC2CC(C3=C(CCN(C2)C1)C4=CC=CC=C4N3)(C5=C(C=C6C(=C5)C78CCN9C7C(C=CC9)(C(C(C8N6C)(C(=O)OC)O)OC(=O)C)CC)OC)C(=O)OC)O.OS(=O)(=O)O. Cell line: SK-OV-3. Synergy scores: CSS=29.9, Synergy_ZIP=-5.44, Synergy_Bliss=-4.05, Synergy_Loewe=-24.4, Synergy_HSA=-4.47. (2) Drug 1: C1CCN(CC1)CCOC2=CC=C(C=C2)C(=O)C3=C(SC4=C3C=CC(=C4)O)C5=CC=C(C=C5)O. Drug 2: C1C(C(OC1N2C=NC3=C2NC=NCC3O)CO)O. Cell line: NCI-H460. Synergy scores: CSS=-6.06, Synergy_ZIP=6.45, Synergy_Bliss=-1.41, Synergy_Loewe=-3.95, Synergy_HSA=-4.03.